Dataset: Reaction yield outcomes from USPTO patents with 853,638 reactions. Task: Predict the reaction yield, written as a fraction of the theoretical maximum amount of product (1.0 means a 100% yield; for example, 0.34 means a 34% yield). The reactants are C1N=CN(C(N2C=NC=C2)=O)C=1.[CH2:13]([O:15][P:16]([CH2:21][C:22]([OH:24])=O)([O:18][CH2:19][CH3:20])=[O:17])[CH3:14].[C:25]([C:27]1[CH:28]=[C:29]([NH:34][C:35]2[C:36]3[CH:44]=[C:43]([NH2:45])[N:42]=[CH:41][C:37]=3[N:38]=[CH:39][N:40]=2)[CH:30]=[CH:31][C:32]=1[F:33])#[CH:26].C1COCC1. The catalyst is O.ClCCl.CO.CC(N(C)C)=O. The product is [C:25]([C:27]1[CH:28]=[C:29]([NH:34][C:35]2[C:36]3[CH:44]=[C:43]([NH:45][C:22](=[O:24])[CH2:21][P:16](=[O:17])([O:15][CH2:13][CH3:14])[O:18][CH2:19][CH3:20])[N:42]=[CH:41][C:37]=3[N:38]=[CH:39][N:40]=2)[CH:30]=[CH:31][C:32]=1[F:33])#[CH:26]. The yield is 0.910.